From a dataset of Peptide-MHC class II binding affinity with 134,281 pairs from IEDB. Regression. Given a peptide amino acid sequence and an MHC pseudo amino acid sequence, predict their binding affinity value. This is MHC class II binding data. (1) The peptide sequence is GETLLRAVESYLLAH. The MHC is DRB4_0101 with pseudo-sequence DRB4_0103. The binding affinity (normalized) is 0.429. (2) The binding affinity (normalized) is 0.597. The peptide sequence is ARMWIQAATTMASYQ. The MHC is HLA-DPA10301-DPB10402 with pseudo-sequence HLA-DPA10301-DPB10402. (3) The peptide sequence is ALKGMINLWKSGLFQ. The MHC is DRB1_0101 with pseudo-sequence DRB1_0101. The binding affinity (normalized) is 0.919. (4) The peptide sequence is QNPSQQQPQEQVPLVQQQQF. The MHC is DRB1_0701 with pseudo-sequence DRB1_0701. The binding affinity (normalized) is 0. (5) The peptide sequence is VKAWWTDLLAKPSVQ. The MHC is DRB1_1501 with pseudo-sequence DRB1_1501. The binding affinity (normalized) is 0.444. (6) The peptide sequence is YDKFLANVSTVYTGK. The MHC is DRB3_0202 with pseudo-sequence DRB3_0202. The binding affinity (normalized) is 0.847. (7) The peptide sequence is RCYSLYIAENGELTE. The MHC is H-2-IAb with pseudo-sequence H-2-IAb. The binding affinity (normalized) is 0.0841. (8) The peptide sequence is DDVLAILPIEDLKAL. The MHC is HLA-DPA10103-DPB10401 with pseudo-sequence HLA-DPA10103-DPB10401. The binding affinity (normalized) is 0.723.